This data is from NCI-60 drug combinations with 297,098 pairs across 59 cell lines. The task is: Regression. Given two drug SMILES strings and cell line genomic features, predict the synergy score measuring deviation from expected non-interaction effect. (1) Drug 1: C1CN1C2=NC(=NC(=N2)N3CC3)N4CC4. Drug 2: C1=CC(=C2C(=C1NCCNCCO)C(=O)C3=C(C=CC(=C3C2=O)O)O)NCCNCCO. Cell line: T-47D. Synergy scores: CSS=56.1, Synergy_ZIP=0.764, Synergy_Bliss=-0.0802, Synergy_Loewe=6.27, Synergy_HSA=8.45. (2) Drug 1: CC(C1=C(C=CC(=C1Cl)F)Cl)OC2=C(N=CC(=C2)C3=CN(N=C3)C4CCNCC4)N. Drug 2: CC1=C(C(CCC1)(C)C)C=CC(=CC=CC(=CC(=O)O)C)C. Cell line: HT29. Synergy scores: CSS=8.88, Synergy_ZIP=-6.58, Synergy_Bliss=-2.90, Synergy_Loewe=-1.39, Synergy_HSA=-1.38. (3) Drug 1: CC=C1C(=O)NC(C(=O)OC2CC(=O)NC(C(=O)NC(CSSCCC=C2)C(=O)N1)C(C)C)C(C)C. Drug 2: CS(=O)(=O)CCNCC1=CC=C(O1)C2=CC3=C(C=C2)N=CN=C3NC4=CC(=C(C=C4)OCC5=CC(=CC=C5)F)Cl. Cell line: UACC-257. Synergy scores: CSS=50.1, Synergy_ZIP=-5.61, Synergy_Bliss=-10.1, Synergy_Loewe=-73.8, Synergy_HSA=-9.05. (4) Drug 1: CN1C2=C(C=C(C=C2)N(CCCl)CCCl)N=C1CCCC(=O)O.Cl. Drug 2: N.N.Cl[Pt+2]Cl. Cell line: U251. Synergy scores: CSS=48.5, Synergy_ZIP=1.94, Synergy_Bliss=3.57, Synergy_Loewe=-8.11, Synergy_HSA=3.02. (5) Drug 1: CC1=CC2C(CCC3(C2CCC3(C(=O)C)OC(=O)C)C)C4(C1=CC(=O)CC4)C. Drug 2: CC1C(C(CC(O1)OC2CC(CC3=C2C(=C4C(=C3O)C(=O)C5=CC=CC=C5C4=O)O)(C(=O)C)O)N)O. Cell line: NCI/ADR-RES. Synergy scores: CSS=25.4, Synergy_ZIP=2.36, Synergy_Bliss=3.95, Synergy_Loewe=-1.62, Synergy_HSA=4.70.